From a dataset of NCI-60 drug combinations with 297,098 pairs across 59 cell lines. Regression. Given two drug SMILES strings and cell line genomic features, predict the synergy score measuring deviation from expected non-interaction effect. (1) Drug 1: C1C(C(OC1N2C=C(C(=O)NC2=O)F)CO)O. Drug 2: CC12CCC3C(C1CCC2OP(=O)(O)O)CCC4=C3C=CC(=C4)OC(=O)N(CCCl)CCCl.[Na+]. Cell line: HT29. Synergy scores: CSS=42.6, Synergy_ZIP=-3.21, Synergy_Bliss=-4.60, Synergy_Loewe=-7.99, Synergy_HSA=-0.0655. (2) Drug 1: C1CN1P(=S)(N2CC2)N3CC3. Drug 2: CC1CCC2CC(C(=CC=CC=CC(CC(C(=O)C(C(C(=CC(C(=O)CC(OC(=O)C3CCCCN3C(=O)C(=O)C1(O2)O)C(C)CC4CCC(C(C4)OC)O)C)C)O)OC)C)C)C)OC. Cell line: NCI-H522. Synergy scores: CSS=1.22, Synergy_ZIP=-0.757, Synergy_Bliss=3.37, Synergy_Loewe=-1.29, Synergy_HSA=-1.30.